This data is from Peptide-MHC class I binding affinity with 185,985 pairs from IEDB/IMGT. The task is: Regression. Given a peptide amino acid sequence and an MHC pseudo amino acid sequence, predict their binding affinity value. This is MHC class I binding data. (1) The peptide sequence is YALINLVQY. The MHC is HLA-A33:01 with pseudo-sequence HLA-A33:01. The binding affinity (normalized) is 0. (2) The peptide sequence is WYKMWRVSK. The MHC is HLA-B15:01 with pseudo-sequence HLA-B15:01. The binding affinity (normalized) is 0.0847. (3) The peptide sequence is APRQPGLMA. The MHC is HLA-B15:01 with pseudo-sequence HLA-B15:01. The binding affinity (normalized) is 0.0847. (4) The peptide sequence is ALAKAAAAN. The binding affinity (normalized) is 0.397. The MHC is HLA-A02:02 with pseudo-sequence HLA-A02:02. (5) The peptide sequence is YNLTMKCR. The MHC is Mamu-A02 with pseudo-sequence Mamu-A02. The binding affinity (normalized) is 0.376.